Dataset: Full USPTO retrosynthesis dataset with 1.9M reactions from patents (1976-2016). Task: Predict the reactants needed to synthesize the given product. The reactants are: [F:1][C:2]([F:27])([F:26])[C:3]1[N:7]2[N:8]=[C:9]([O:16][CH2:17][C:18]3[N:23]=[C:22]([CH:24]=O)[CH:21]=[CH:20][CH:19]=3)[C:10]3[C:15]([C:6]2=[N:5][N:4]=1)=[CH:14][CH:13]=[CH:12][CH:11]=3.[CH3:28][O:29][C:30]1[CH:38]=[CH:37][C:33]([CH2:34][CH2:35][NH2:36])=[CH:32][CH:31]=1.C(O[BH-](OC(=O)C)OC(=O)C)(=O)C.[Na+].ClC(Cl)C. Given the product [CH3:28][O:29][C:30]1[CH:38]=[CH:37][C:33]([CH2:34][CH2:35][NH:36][CH2:24][C:22]2[CH:21]=[CH:20][CH:19]=[C:18]([CH2:17][O:16][C:9]3[C:10]4[C:15](=[CH:14][CH:13]=[CH:12][CH:11]=4)[C:6]4=[N:5][N:4]=[C:3]([C:2]([F:26])([F:1])[F:27])[N:7]4[N:8]=3)[N:23]=2)=[CH:32][CH:31]=1, predict the reactants needed to synthesize it.